From a dataset of Forward reaction prediction with 1.9M reactions from USPTO patents (1976-2016). Predict the product of the given reaction. (1) Given the reactants [C:1]([C:3]1[CH:8]=[CH:7][C:6]([C:9]2[CH:10]=[N:11][N:12]([C:16]3[CH:24]=[CH:23][C:19]([C:20]([OH:22])=O)=[CH:18][N:17]=3)[C:13]=2[O:14][CH3:15])=[C:5]([CH3:25])[C:4]=1[F:26])#[N:2].C1C=C2N=NN(O)C2=CC=1.O.Cl.C(N=C=NCCCN(C)C)C.C(N(C(C)C)C(C)C)C.[CH2:59]([N:61]1[CH2:66][CH2:65][NH:64][CH2:63][CH2:62]1)[CH3:60], predict the reaction product. The product is: [CH2:59]([N:61]1[CH2:66][CH2:65][N:64]([C:20]([C:19]2[CH:23]=[CH:24][C:16]([N:12]3[C:13]([O:14][CH3:15])=[C:9]([C:6]4[CH:7]=[CH:8][C:3]([C:1]#[N:2])=[C:4]([F:26])[C:5]=4[CH3:25])[CH:10]=[N:11]3)=[N:17][CH:18]=2)=[O:22])[CH2:63][CH2:62]1)[CH3:60]. (2) Given the reactants C(OC1N=C2C(N=C(OC)N2CCCC2CCCCN2)=C(N)N=1)CCC.[NH2:27][C:28]1[N:36]=[C:35]([O:37][CH2:38][CH2:39][CH2:40][CH3:41])[N:34]=[C:33]2[C:29]=1[N:30]=[C:31]([O:62][CH3:63])[N:32]2[CH2:42][CH2:43][CH2:44][CH2:45][CH:46]1[CH2:51][CH2:50][CH2:49][N:48](C(OCC2C=CC=CC=2)=O)[CH2:47]1, predict the reaction product. The product is: [CH2:38]([O:37][C:35]1[N:34]=[C:33]2[C:29]([N:30]=[C:31]([O:62][CH3:63])[N:32]2[CH2:42][CH2:43][CH2:44][CH2:45][CH:46]2[CH2:51][CH2:50][CH2:49][NH:48][CH2:47]2)=[C:28]([NH2:27])[N:36]=1)[CH2:39][CH2:40][CH3:41]. (3) Given the reactants C[C@H]1O[C@H]2O[C@H]3[C@H](O[C@@]2(O)C(=[O:5])C1)[C@@H](NC)[C@@H](O)[C@@H](NC)[C@@H]3O.[CH:24]1[C:30]([F:31])=[C:29](N)[NH:28][C:26](=[O:27])[N:25]=1, predict the reaction product. The product is: [CH:29]1[NH:28][C:26](=[O:27])[NH:25][C:24](=[O:5])[C:30]=1[F:31]. (4) Given the reactants [CH3:1][N:2]([CH3:25])[CH2:3][CH2:4][CH2:5][C@@:6]([C:15]1[CH:22]=[CH:21][C:18]([C:19]#[N:20])=[CH:17][C:16]=1[CH2:23]O)([C:8]1[CH:13]=[CH:12][C:11]([F:14])=[CH:10][CH:9]=1)[OH:7].C([O-])([O-])=O.[K+].[K+].ClC1C=CC(Cl)=CC=1[N+]([O-])=O.O.O.[C:45]([OH:50])(=[O:49])[C:46]([OH:48])=[O:47], predict the reaction product. The product is: [CH3:25][N:2]([CH2:3][CH2:4][CH2:5][C@@:6]1([C:8]2[CH:9]=[CH:10][C:11]([F:14])=[CH:12][CH:13]=2)[O:7][CH2:23][C:16]2[CH:17]=[C:18]([C:19]#[N:20])[CH:21]=[CH:22][C:15]1=2)[CH3:1].[C:46]([OH:48])([C:45]([OH:50])=[O:49])=[O:47].[CH3:1][N:2]([CH3:25])[CH2:3][CH2:4][CH2:5][C@:6]1([C:8]2[CH:13]=[CH:12][C:11]([F:14])=[CH:10][CH:9]=2)[C:15]2[C:16](=[CH:17][C:18]([C:19]#[N:20])=[CH:21][CH:22]=2)[CH2:23][O:7]1.